This data is from Forward reaction prediction with 1.9M reactions from USPTO patents (1976-2016). The task is: Predict the product of the given reaction. Given the reactants [C:1]([O:5][C:6]([N:8]1[CH2:12][C@H:11]2[CH2:13][N:14]([C:16]3[CH:17]=[N:18][CH:19]=[C:20]([CH:24]=3)[C:21]([OH:23])=O)[CH2:15][C@H:10]2[CH2:9]1)=[O:7])([CH3:4])([CH3:3])[CH3:2].[Cl:25][C:26]1[CH:27]=[C:28]([CH:32]=[CH:33][C:34]=1[Cl:35])[CH2:29][CH2:30][NH2:31], predict the reaction product. The product is: [Cl:25][C:26]1[CH:27]=[C:28]([CH:32]=[CH:33][C:34]=1[Cl:35])[CH2:29][CH2:30][NH:31][C:21]([C:20]1[CH:24]=[C:16]([N:14]2[CH2:13][C@@H:11]3[CH2:12][N:8]([C:6]([O:5][C:1]([CH3:3])([CH3:4])[CH3:2])=[O:7])[CH2:9][C@@H:10]3[CH2:15]2)[CH:17]=[N:18][CH:19]=1)=[O:23].